From a dataset of Reaction yield outcomes from USPTO patents with 853,638 reactions. Predict the reaction yield, written as a fraction of the theoretical maximum amount of product (1.0 means a 100% yield; for example, 0.34 means a 34% yield). (1) The catalyst is C1COCC1.C1COCC1.CCCCCCC.C(C1C=CC=CC=1)C. The yield is 0.390. The product is [C:15]([CH:2]1[CH2:3][CH2:4][O:5][C:1]1=[O:6])(=[O:18])[CH2:16][CH3:17]. The reactants are [C:1]1(=[O:6])[O:5][CH2:4][CH2:3][CH2:2]1.[Li+].CC([N-]C(C)C)C.[C:15](Cl)(=[O:18])[CH2:16][CH3:17].Cl. (2) The reactants are [Cl:1][C:2]1[CH:7]=[CH:6][C:5]([C:8]2([CH2:16][S:17][CH2:18][C:19]([N:21]3[C@@H:25]([C:26]4[CH:31]=[CH:30][CH:29]=[CH:28][CH:27]=4)[CH2:24][O:23][C:22]3=[O:32])=[O:20])[O:13][CH2:12][C:11]([CH3:15])([CH3:14])[CH2:10][O:9]2)=[CH:4][CH:3]=1.[Cl:33][C:34]1[CH:39]=[CH:38][C:37](/[N:40]=[CH:41]/[C:42]2[CH:56]=[CH:55][C:45]([O:46][CH2:47][C:48]([O:50][C:51]([CH3:54])([CH3:53])[CH3:52])=[O:49])=[CH:44][CH:43]=2)=[CH:36][CH:35]=1.C(N(C(C)C)C(C)C)C.[NH4+].[Cl-]. The catalyst is C(Cl)Cl.[Cl-].[Na+].O.CC([O-])C.CC([O-])C.CC([O-])C.CC([O-])C.[Ti+4].Cl[Ti](Cl)(Cl)Cl.C(O)(C)C. The product is [Cl:33][C:34]1[CH:35]=[CH:36][C:37]([NH:40][C@@H:41]([C:42]2[CH:43]=[CH:44][C:45]([O:46][CH2:47][C:48]([O:50][C:51]([CH3:52])([CH3:53])[CH3:54])=[O:49])=[CH:55][CH:56]=2)[C@@H:18]([S:17][CH2:16][C:8]2([C:5]3[CH:4]=[CH:3][C:2]([Cl:1])=[CH:7][CH:6]=3)[O:9][CH2:10][C:11]([CH3:14])([CH3:15])[CH2:12][O:13]2)[C:19](=[O:20])[N:21]2[C@@H:25]([C:26]3[CH:31]=[CH:30][CH:29]=[CH:28][CH:27]=3)[CH2:24][O:23][C:22]2=[O:32])=[CH:38][CH:39]=1. The yield is 0.650. (3) The reactants are [C:1]([O:5][C:6]([NH:8][CH2:9][CH2:10][CH2:11][C:12]([O:14]C)=O)=[O:7])([CH3:4])([CH3:3])[CH3:2].[NH2:16][NH2:17].O. The catalyst is CO. The product is [NH:16]([C:12](=[O:14])[CH2:11][CH2:10][CH2:9][NH:8][C:6](=[O:7])[O:5][C:1]([CH3:4])([CH3:3])[CH3:2])[NH2:17]. The yield is 0.900. (4) The reactants are [CH3:1][O:2][C:3]1[CH:23]=[CH:22][C:6]([CH2:7][N:8]2[C:12](=[O:13])[C:11]([CH3:20])([CH:14]3[CH2:18][CH2:17][CH2:16][CH:15]3[CH3:19])[NH:10][C:9]2=[O:21])=[CH:5][CH:4]=1.[CH3:24]I. No catalyst specified. The product is [CH3:1][O:2][C:3]1[CH:23]=[CH:22][C:6]([CH2:7][N:8]2[C:12](=[O:13])[C:11]([CH3:20])([CH:14]3[CH2:18][CH2:17][CH2:16][CH:15]3[CH3:19])[N:10]([CH3:24])[C:9]2=[O:21])=[CH:5][CH:4]=1. The yield is 0.860. (5) The reactants are O[C:2]1[C:7]([C:8]#[N:9])=[CH:6][N:5]=[CH:4][C:3]=1[I:10].O=P(Cl)(Cl)[Cl:13]. No catalyst specified. The product is [Cl:13][C:2]1[C:7]([C:8]#[N:9])=[CH:6][N:5]=[CH:4][C:3]=1[I:10]. The yield is 0.750. (6) The reactants are C([O:5]O)(C)(C)C.[F:7][C:8]([F:20])([F:19])[C:9]1[CH:14]=[CH:13][C:12](/[CH:15]=[CH:16]/[CH2:17][OH:18])=[CH:11][CH:10]=1.[Na+].[Cl-].[OH-].[Na+]. The yield is 0.900. The catalyst is C(Cl)Cl.O.CC(C)[O-].CC(C)[O-].CC(C)[O-].CC(C)[O-].[Ti+4].C(C(C(C(OC(C)C)=O)O)O)(OC(C)C)=O.CCOCC. The product is [F:7][C:8]([F:19])([F:20])[C:9]1[CH:10]=[CH:11][C:12]([C@@H:15]2[O:5][C@H:16]2[CH2:17][OH:18])=[CH:13][CH:14]=1.